Predict the reaction yield, written as a fraction of the theoretical maximum amount of product (1.0 means a 100% yield; for example, 0.34 means a 34% yield). From a dataset of Reaction yield outcomes from USPTO patents with 853,638 reactions. (1) The product is [NH2:21][C:17]1[N:16]=[C:15]([N:8]2[C:7]3[CH:22]=[C:3]([C:1]#[C:2][C:37]([C:32]4[N:33]=[CH:34][CH:35]=[CH:36][N:31]=4)([OH:39])[CH3:38])[CH:4]=[CH:5][C:6]=3[N:10]=[C:9]2[O:11][CH2:12][CH2:13][F:14])[CH:20]=[CH:19][N:18]=1. The catalyst is O1CCCC1. The reactants are [C:1]([C:3]1[CH:4]=[CH:5][C:6]2[N:10]=[C:9]([O:11][CH2:12][CH2:13][F:14])[N:8]([C:15]3[CH:20]=[CH:19][N:18]=[C:17]([NH2:21])[N:16]=3)[C:7]=2[CH:22]=1)#[CH:2].C([N-]C(C)C)(C)C.[Li+].[N:31]1[CH:36]=[CH:35][CH:34]=[N:33][C:32]=1[C:37](=[O:39])[CH3:38]. The yield is 0.0900. (2) The reactants are [Br-:1].[Li+].CC1C=CC(S(O[C@@H:14]2[CH2:18][O:17][C@@H:16]3[C@H:19]([CH3:22])[CH2:20][O:21][C@H:15]23)(=O)=O)=CC=1. The catalyst is CN(C)C=O.O. The product is [Br:1][C@H:14]1[CH2:18][O:17][C@@H:16]2[C@H:19]([CH3:22])[CH2:20][O:21][C@H:15]12. The yield is 0.620. (3) The reactants are [Cl:1][C:2]1[CH:7]=[CH:6][C:5](B(O)O)=[C:4]([F:11])[C:3]=1[N:12]([CH3:14])[CH3:13].[NH2:15][C:16]1[C:21]([Cl:22])=[C:20]([C:23]([O:25][CH3:26])=[O:24])[N:19]=[C:18](Cl)[N:17]=1.[F-].[Cs+].ClCCl. The catalyst is O.C(COC)OC. The product is [NH2:15][C:16]1[C:21]([Cl:22])=[C:20]([C:23]([O:25][CH3:26])=[O:24])[N:19]=[C:18]([C:5]2[CH:6]=[CH:7][C:2]([Cl:1])=[C:3]([N:12]([CH3:14])[CH3:13])[C:4]=2[F:11])[N:17]=1. The yield is 0.450. (4) The reactants are FC(F)(F)C(O)=O.[NH2:8][CH:9]([CH2:22][C:23]1[CH:28]=[CH:27][CH:26]=[CH:25][CH:24]=1)[C@H:10]([OH:21])[C:11]([NH:13][CH2:14][C:15]1[CH:20]=[CH:19][CH:18]=[CH:17][CH:16]=1)=[O:12].C(N(CC)C(C)C)(C)C.[N:38]1[C:39]([C:47]([NH:49][C@@H:50]([CH3:67])[C:51]([NH:53][C@@H:54]([CH2:58][C:59]2[CH:64]=[CH:63][C:62]([O:65][CH3:66])=[CH:61][CH:60]=2)[C:55](O)=[O:56])=[O:52])=[O:48])=[CH:40][N:41]2[CH:46]=[CH:45][CH:44]=[CH:43][C:42]=12.CN(C(ON1N=NC2C=CC=NC1=2)=[N+](C)C)C.F[P-](F)(F)(F)(F)F. The product is [CH2:22]([C@H:9]([NH:8][C:55]([C@@H:54]([NH:53][C:51]([C@@H:50]([NH:49][C:47]([C:39]1[N:38]=[C:42]2[CH:43]=[CH:44][CH:45]=[CH:46][N:41]2[CH:40]=1)=[O:48])[CH3:67])=[O:52])[CH2:58][C:59]1[CH:60]=[CH:61][C:62]([O:65][CH3:66])=[CH:63][CH:64]=1)=[O:56])[CH:10]([C:11](=[O:12])[NH:13][CH2:14][C:15]1[CH:20]=[CH:19][CH:18]=[CH:17][CH:16]=1)[OH:21])[C:23]1[CH:28]=[CH:27][CH:26]=[CH:25][CH:24]=1. The catalyst is CN(C=O)C. The yield is 0.500. (5) The reactants are [F:1][C:2]1[CH:7]=[C:6]([F:8])[CH:5]=[CH:4][C:3]=1[CH2:9][NH:10][C:11]([C:13]1[C:14](=[O:36])[C:15]([O:28]CC2C=CC=CC=2)=[C:16]2[C:21](=[O:22])[N:20]3[C@H:23]([CH3:26])[CH2:24][O:25][C@H:19]3[CH2:18][N:17]2[CH:27]=1)=[O:12]. The catalyst is CO.[Pd]. The product is [F:1][C:2]1[CH:7]=[C:6]([F:8])[CH:5]=[CH:4][C:3]=1[CH2:9][NH:10][C:11]([C:13]1[C:14](=[O:36])[C:15]([OH:28])=[C:16]2[C:21](=[O:22])[N:20]3[C@H:23]([CH3:26])[CH2:24][O:25][C@H:19]3[CH2:18][N:17]2[CH:27]=1)=[O:12]. The yield is 0.860. (6) The reactants are C(Cl)Cl.[CH:4]12[CH2:9][CH:8]1[CH2:7][N:6]([C:10]1[N:15]=[C:14]([NH:16][CH2:17][C:18]3[CH:23]=[CH:22][C:21]([O:24][CH3:25])=[C:20]([F:26])[CH:19]=3)[C:13]([C:27]([OH:29])=O)=[CH:12][N:11]=1)[CH2:5]2.[OH:30][C@H:31]1[CH2:36][CH2:35][C@H:34]([NH2:37])[CH2:33][CH2:32]1.CN(C(ON1N=NC2C=CC=NC1=2)=[N+](C)C)C.F[P-](F)(F)(F)(F)F. The catalyst is C1COCC1. The product is [CH:4]12[CH2:9][CH:8]1[CH2:7][N:6]([C:10]1[N:15]=[C:14]([NH:16][CH2:17][C:18]3[CH:23]=[CH:22][C:21]([O:24][CH3:25])=[C:20]([F:26])[CH:19]=3)[C:13]([C:27]([NH:37][C@H:34]3[CH2:35][CH2:36][C@H:31]([OH:30])[CH2:32][CH2:33]3)=[O:29])=[CH:12][N:11]=1)[CH2:5]2. The yield is 0.271.